This data is from Peptide-MHC class I binding affinity with 185,985 pairs from IEDB/IMGT. The task is: Regression. Given a peptide amino acid sequence and an MHC pseudo amino acid sequence, predict their binding affinity value. This is MHC class I binding data. (1) The peptide sequence is KRRLTARGLL. The MHC is Mamu-B08 with pseudo-sequence Mamu-B08. The binding affinity (normalized) is 0.602. (2) The peptide sequence is RPAKSMDSL. The MHC is HLA-A01:01 with pseudo-sequence HLA-A01:01. The binding affinity (normalized) is 0.0847. (3) The peptide sequence is FQPQNCQFI. The MHC is H-2-Kb with pseudo-sequence H-2-Kb. The binding affinity (normalized) is 0.0258. (4) The MHC is HLA-B27:05 with pseudo-sequence HLA-B27:05. The peptide sequence is KICEYIRSY. The binding affinity (normalized) is 0.0847. (5) The peptide sequence is QFNFNGHTY. The MHC is HLA-A31:01 with pseudo-sequence HLA-A31:01. The binding affinity (normalized) is 0.240.